From a dataset of Reaction yield outcomes from USPTO patents with 853,638 reactions. Predict the reaction yield, written as a fraction of the theoretical maximum amount of product (1.0 means a 100% yield; for example, 0.34 means a 34% yield). (1) The product is [Si:44]([O:43][CH2:42][CH2:41][CH2:40][O:39][C:35]1[CH:36]=[C:37]([F:38])[C:32]([CH2:31][S:23][C:14]2[N:15]([C:16]3[CH:21]=[CH:20][C:19]([F:22])=[CH:18][CH:17]=3)[C:11]([C:8]([C:5]3[CH:6]=[CH:7][C:2]([F:1])=[C:3]([O:24][CH3:25])[CH:4]=3)([CH3:10])[CH3:9])=[CH:12][N:13]=2)=[C:33]([Cl:51])[CH:34]=1)([C:47]([CH3:49])([CH3:50])[CH3:48])([CH3:46])[CH3:45]. The yield is 0.720. The reactants are [F:1][C:2]1[CH:7]=[CH:6][C:5]([C:8]([C:11]2[N:15]([C:16]3[CH:21]=[CH:20][C:19]([F:22])=[CH:18][CH:17]=3)[C:14]([SH:23])=[N:13][CH:12]=2)([CH3:10])[CH3:9])=[CH:4][C:3]=1[O:24][CH3:25].CS(O[CH2:31][C:32]1[C:37]([F:38])=[CH:36][C:35]([O:39][CH2:40][CH2:41][CH2:42][O:43][Si:44]([C:47]([CH3:50])([CH3:49])[CH3:48])([CH3:46])[CH3:45])=[CH:34][C:33]=1[Cl:51])(=O)=O.C([O-])([O-])=O.[Cs+].[Cs+]. The catalyst is CC#N. (2) The reactants are [CH3:1][CH:2]([C:6]1[CH:7]=[C:8]([CH:14]=[CH:15][C:16]=1[OH:17])[C:9]([O:11]CC)=[O:10])[C:3]([CH3:5])=[CH2:4].[OH-].[K+]. The catalyst is CO.O. The product is [CH3:1][CH:2]([C:6]1[CH:7]=[C:8]([CH:14]=[CH:15][C:16]=1[OH:17])[C:9]([OH:11])=[O:10])[C:3]([CH3:5])=[CH2:4]. The yield is 0.510. (3) The reactants are [C:1]1([O:7][C:8]2[CH:13]=[CH:12][C:11]([CH:14]3[O:18]C(=O)[NH:16][CH:15]3[CH2:20][C:21]3[CH:26]=[CH:25][CH:24]=[C:23]([O:27][C:28]([F:33])([F:32])[CH:29]([F:31])[F:30])[CH:22]=3)=[CH:10][CH:9]=2)[CH:6]=[CH:5][CH:4]=[CH:3][CH:2]=1.[OH-].[Na+]. The catalyst is C(O)C. The product is [NH2:16][CH:15]([CH2:20][C:21]1[CH:26]=[CH:25][CH:24]=[C:23]([O:27][C:28]([F:32])([F:33])[CH:29]([F:30])[F:31])[CH:22]=1)[CH:14]([C:11]1[CH:10]=[CH:9][C:8]([O:7][C:1]2[CH:2]=[CH:3][CH:4]=[CH:5][CH:6]=2)=[CH:13][CH:12]=1)[OH:18]. The yield is 0.870.